This data is from Full USPTO retrosynthesis dataset with 1.9M reactions from patents (1976-2016). The task is: Predict the reactants needed to synthesize the given product. (1) The reactants are: [F:1][C:2]1[CH:7]=[CH:6][C:5]([N:8]2[CH:12]=[C:11]([C:13]([NH:15][C:16]3[CH:21]=[CH:20][C:19]([C@@H:22]4[O:27][CH2:26][CH2:25][N:24](C(OC(C)(C)C)=O)[CH2:23]4)=[CH:18][CH:17]=3)=[O:14])[CH:10]=[N:9]2)=[CH:4][CH:3]=1.[ClH:35]. Given the product [ClH:35].[F:1][C:2]1[CH:3]=[CH:4][C:5]([N:8]2[CH:12]=[C:11]([C:13]([NH:15][C:16]3[CH:17]=[CH:18][C:19]([C@@H:22]4[O:27][CH2:26][CH2:25][NH:24][CH2:23]4)=[CH:20][CH:21]=3)=[O:14])[CH:10]=[N:9]2)=[CH:6][CH:7]=1, predict the reactants needed to synthesize it. (2) Given the product [N:1]1([C:18]2[CH:19]=[C:14]([NH2:13])[CH:15]=[N:20][CH:21]=2)[CH:5]=[CH:4][CH:3]=[N:2]1, predict the reactants needed to synthesize it. The reactants are: [NH:1]1[CH:5]=[CH:4][CH:3]=[N:2]1.C(=O)([O-])[O-].[Cs+].[Cs+].C[NH:13][C@@H:14]1[CH2:19][CH2:18]CC[C@H:15]1[NH:20][CH3:21].BrC1C=C(N)C=NC=1. (3) The reactants are: [CH3:1][Si:2]([CH3:9])([CH3:8])N1C=CN=C1.[C:10]1([S:16]([CH2:19][C@@H:20]([C@@H:28]2[C@:36]3([CH2:37]C)[C@H:31]([C@@H:32]([O:39][Si:40]([C:43]([CH3:46])([CH3:45])[CH3:44])([CH3:42])[CH3:41])[CH2:33][CH2:34][CH2:35]3)[CH2:30][CH2:29]2)[CH2:21][CH2:22][CH2:23][C:24]([CH3:27])([OH:26])[CH3:25])(=[O:18])=[O:17])[CH:15]=[CH:14][CH:13]=[CH:12][CH:11]=1. Given the product [C:10]1([S:16]([CH2:19][C@@H:20]([C@@H:28]2[C@:36]3([CH3:37])[CH:31]([C@@H:32]([O:39][Si:40]([C:43]([CH3:45])([CH3:44])[CH3:46])([CH3:42])[CH3:41])[CH2:33][CH2:34][CH2:35]3)[CH2:30][CH2:29]2)[CH2:21][CH2:22][CH2:23][C:24]([CH3:27])([O:26][Si:2]([CH3:9])([CH3:8])[CH3:1])[CH3:25])(=[O:18])=[O:17])[CH:11]=[CH:12][CH:13]=[CH:14][CH:15]=1, predict the reactants needed to synthesize it. (4) Given the product [Cl:13][C:14]1[CH:15]=[N:16][CH:17]=[CH:18][C:19]=1[CH:23]([C:22]1[CH:25]=[C:26]([F:29])[CH:27]=[CH:28][C:21]=1[F:20])[OH:24], predict the reactants needed to synthesize it. The reactants are: C(NC(C)C)(C)C.C([Li])CCC.[Cl:13][C:14]1[CH:15]=[N:16][CH:17]=[CH:18][CH:19]=1.[F:20][C:21]1[CH:28]=[CH:27][C:26]([F:29])=[CH:25][C:22]=1[CH:23]=[O:24].[Cl-].[NH4+]. (5) Given the product [CH3:15][NH:16][C:3]([CH2:4][NH:5][C:6](=[O:7])[C:8]1[CH:13]=[CH:12][CH:11]=[N:10][CH:9]=1)=[O:14], predict the reactants needed to synthesize it. The reactants are: CO[C:3](=[O:14])[CH2:4][NH:5][C:6]([C:8]1[CH:9]=[N:10][CH:11]=[CH:12][CH:13]=1)=[O:7].[CH3:15][NH2:16].[K+].[Br-]. (6) The reactants are: C(OC([N:8]1[CH2:16][C:15]2[C:10](=[CH:11][CH:12]=[C:13]([C:17]3[S:18][CH:19]=[C:20]([CH3:22])[N:21]=3)[CH:14]=2)[CH2:9]1)=O)(C)(C)C.Cl. Given the product [CH3:22][C:20]1[N:21]=[C:17]([C:13]2[CH:14]=[C:15]3[C:10](=[CH:11][CH:12]=2)[CH2:9][NH:8][CH2:16]3)[S:18][CH:19]=1, predict the reactants needed to synthesize it. (7) Given the product [C:1]([O:5][C:6]([N:8]1[CH2:16][C:15]2[C:10](=[CH:11][CH:12]=[C:13]([C:17]#[N:19])[CH:14]=2)[CH2:9]1)=[O:7])([CH3:4])([CH3:2])[CH3:3], predict the reactants needed to synthesize it. The reactants are: [C:1]([O:5][C:6]([N:8]1[CH2:16][C:15]2[C:10](=[CH:11][CH:12]=[C:13]([C:17]([NH2:19])=O)[CH:14]=2)[CH2:9]1)=[O:7])([CH3:4])([CH3:3])[CH3:2].C1(C)C=CC(S(Cl)(=O)=O)=CC=1. (8) Given the product [Cl:15][C:16]1[CH:24]=[CH:23][CH:22]=[CH:21][C:17]=1[CH2:18][N:19]([CH3:20])[C:12](=[O:14])[CH2:11][CH2:10][CH2:9][S:8][C:5]1[CH:4]=[CH:3][C:2]([OH:1])=[CH:7][CH:6]=1, predict the reactants needed to synthesize it. The reactants are: [OH:1][C:2]1[CH:7]=[CH:6][C:5]([S:8][CH2:9][CH2:10][CH2:11][C:12]([OH:14])=O)=[CH:4][CH:3]=1.[Cl:15][C:16]1[CH:24]=[CH:23][CH:22]=[CH:21][C:17]=1[CH2:18][NH:19][CH3:20]. (9) The reactants are: C(OC(=O)[NH:7][C:8]1[CH:13]=[CH:12][CH:11]=[CH:10][C:9]=1[NH:14][C:15](=[O:48])/[CH:16]=[CH:17]/[C:18]1[CH:23]=[CH:22][C:21]([C:24]([NH:39][CH2:40][CH2:41][N:42]2[CH2:47][CH2:46][O:45][CH2:44][CH2:43]2)([C:26](=[O:38])[NH:27][C:28]2[CH:33]=[CH:32][C:31]([C:34]([F:37])([F:36])[F:35])=[CH:30][CH:29]=2)[CH3:25])=[CH:20][CH:19]=1)(C)(C)C.Cl. Given the product [NH2:7][C:8]1[CH:13]=[CH:12][CH:11]=[CH:10][C:9]=1[NH:14][C:15](=[O:48])/[CH:16]=[CH:17]/[C:18]1[CH:23]=[CH:22][C:21]([C:24]([NH:39][CH2:40][CH2:41][N:42]2[CH2:47][CH2:46][O:45][CH2:44][CH2:43]2)([C:26](=[O:38])[NH:27][C:28]2[CH:33]=[CH:32][C:31]([C:34]([F:35])([F:36])[F:37])=[CH:30][CH:29]=2)[CH3:25])=[CH:20][CH:19]=1, predict the reactants needed to synthesize it.